This data is from Forward reaction prediction with 1.9M reactions from USPTO patents (1976-2016). The task is: Predict the product of the given reaction. (1) Given the reactants C([Si](C)(C)[O:6][CH2:7][CH2:8][N:9]1[CH:13]=[CH:12][C:11]([NH:14][C:15](=[O:31])[C@@H:16]([C:23]2[CH:28]=[CH:27][C:26]([Cl:29])=[C:25]([Cl:30])[CH:24]=2)[CH2:17][CH:18]2[CH2:22][CH2:21][CH2:20][CH2:19]2)=[N:10]1)(C)(C)C, predict the reaction product. The product is: [CH:18]1([CH2:17][C@H:16]([C:23]2[CH:28]=[CH:27][C:26]([Cl:29])=[C:25]([Cl:30])[CH:24]=2)[C:15]([NH:14][C:11]2[CH:12]=[CH:13][N:9]([CH2:8][CH2:7][OH:6])[N:10]=2)=[O:31])[CH2:19][CH2:20][CH2:21][CH2:22]1. (2) Given the reactants [C:1]12([NH:11][C:12]([NH:14][C:15]3[CH:20]=[CH:19][CH:18]=[C:17]([CH2:21][CH:22]([NH:24][CH2:25][C@@H:26]([C:28]4[CH:39]=[CH:38][C:31]5[O:32]C(C)(C)[O:34][CH2:35][C:30]=5[CH:29]=4)[OH:27])[CH3:23])[CH:16]=3)=[O:13])[CH2:10][CH:5]3[CH2:6][CH:7]([CH2:9][CH:3]([CH2:4]3)[CH2:2]1)[CH2:8]2, predict the reaction product. The product is: [C:1]12([NH:11][C:12]([NH:14][C:15]3[CH:20]=[CH:19][CH:18]=[C:17]([CH2:21][CH:22]([NH:24][CH2:25][C@H:26]([OH:27])[C:28]4[CH:39]=[CH:38][C:31]([OH:32])=[C:30]([CH2:35][OH:34])[CH:29]=4)[CH3:23])[CH:16]=3)=[O:13])[CH2:10][CH:5]3[CH2:4][CH:3]([CH2:9][CH:7]([CH2:6]3)[CH2:8]1)[CH2:2]2. (3) The product is: [C:32]1([S:29]([N:20]2[C:16]3[N:17]=[CH:18][N:19]=[C:14]([N:11]4[CH2:12][CH2:13][CH:8]([NH2:7])[CH2:9][CH2:10]4)[C:15]=3[CH:22]=[C:21]2[C:23]2[CH:24]=[N:25][N:26]([CH3:28])[CH:27]=2)(=[O:31])=[O:30])[CH:33]=[CH:34][CH:35]=[CH:36][CH:37]=1. Given the reactants C(OC(=O)[NH:7][CH:8]1[CH2:13][CH2:12][N:11]([C:14]2[C:15]3[CH:22]=[C:21]([C:23]4[CH:24]=[N:25][N:26]([CH3:28])[CH:27]=4)[N:20]([S:29]([C:32]4[CH:37]=[CH:36][CH:35]=[CH:34][CH:33]=4)(=[O:31])=[O:30])[C:16]=3[N:17]=[CH:18][N:19]=2)[CH2:10][CH2:9]1)(C)(C)C.FC(F)(F)C(O)=O, predict the reaction product. (4) Given the reactants Br[C:2]1[N:3]=[C:4]([CH:26]2[CH2:28][CH2:27]2)[N:5]([CH2:18][O:19][CH2:20][CH2:21][Si:22]([CH3:25])([CH3:24])[CH3:23])[C:6]=1[C:7]1[CH:12]=[CH:11][N:10]=[C:9]([NH:13][CH2:14][CH2:15][C:16]#[N:17])[N:8]=1.[Cl:29][C:30]1[CH:31]=[C:32](B2OC(C)(C)C(C)(C)O2)[C:33]([F:37])=[C:34]([CH:36]=1)[NH2:35].C([O-])([O-])=O.[Na+].[Na+], predict the reaction product. The product is: [NH2:35][C:34]1[C:33]([F:37])=[C:32]([C:2]2[N:3]=[C:4]([CH:26]3[CH2:28][CH2:27]3)[N:5]([CH2:18][O:19][CH2:20][CH2:21][Si:22]([CH3:25])([CH3:24])[CH3:23])[C:6]=2[C:7]2[CH:12]=[CH:11][N:10]=[C:9]([NH:13][CH2:14][CH2:15][C:16]#[N:17])[N:8]=2)[CH:31]=[C:30]([Cl:29])[CH:36]=1. (5) Given the reactants [C:1]([Si:5]([CH3:32])([CH3:31])[O:6][CH2:7][CH2:8][N:9]1[CH2:14][CH2:13][N:12]([CH2:15][C:16]2[CH:21]=[CH:20][C:19]([NH2:22])=[C:18]([C:23]3[CH2:28][CH2:27][C:26]([CH3:30])([CH3:29])[CH2:25][CH:24]=3)[CH:17]=2)[CH2:11][CH2:10]1)([CH3:4])([CH3:3])[CH3:2].[K+].[C:34]([C:36]1[N:37]=[C:38]([C:49]([O-])=[O:50])[N:39]([CH2:41][O:42][CH2:43][CH2:44][Si:45]([CH3:48])([CH3:47])[CH3:46])[CH:40]=1)#[N:35].C1CN([P+](Br)(N2CCCC2)N2CCCC2)CC1.F[P-](F)(F)(F)(F)F.CCN(C(C)C)C(C)C, predict the reaction product. The product is: [C:1]([Si:5]([CH3:32])([CH3:31])[O:6][CH2:7][CH2:8][N:9]1[CH2:14][CH2:13][N:12]([CH2:15][C:16]2[CH:21]=[CH:20][C:19]([NH:22][C:49]([C:38]3[N:39]([CH2:41][O:42][CH2:43][CH2:44][Si:45]([CH3:48])([CH3:47])[CH3:46])[CH:40]=[C:36]([C:34]#[N:35])[N:37]=3)=[O:50])=[C:18]([C:23]3[CH2:28][CH2:27][C:26]([CH3:30])([CH3:29])[CH2:25][CH:24]=3)[CH:17]=2)[CH2:11][CH2:10]1)([CH3:4])([CH3:3])[CH3:2].